This data is from Peptide-MHC class II binding affinity with 134,281 pairs from IEDB. The task is: Regression. Given a peptide amino acid sequence and an MHC pseudo amino acid sequence, predict their binding affinity value. This is MHC class II binding data. The peptide sequence is IIPDGYKLIDNSLIL. The MHC is DRB1_0401 with pseudo-sequence DRB1_0401. The binding affinity (normalized) is 0.645.